From a dataset of NCI-60 drug combinations with 297,098 pairs across 59 cell lines. Regression. Given two drug SMILES strings and cell line genomic features, predict the synergy score measuring deviation from expected non-interaction effect. (1) Drug 1: COC1=C(C=C2C(=C1)N=CN=C2NC3=CC(=C(C=C3)F)Cl)OCCCN4CCOCC4. Drug 2: N.N.Cl[Pt+2]Cl. Cell line: MDA-MB-231. Synergy scores: CSS=16.7, Synergy_ZIP=-2.02, Synergy_Bliss=0.223, Synergy_Loewe=-2.00, Synergy_HSA=0.734. (2) Drug 1: CN1CCC(CC1)COC2=C(C=C3C(=C2)N=CN=C3NC4=C(C=C(C=C4)Br)F)OC. Drug 2: CN(C)C1=NC(=NC(=N1)N(C)C)N(C)C. Cell line: HOP-62. Synergy scores: CSS=-8.48, Synergy_ZIP=1.10, Synergy_Bliss=-3.48, Synergy_Loewe=-11.8, Synergy_HSA=-8.59. (3) Drug 1: CC1C(C(=O)NC(C(=O)N2CCCC2C(=O)N(CC(=O)N(C(C(=O)O1)C(C)C)C)C)C(C)C)NC(=O)C3=C4C(=C(C=C3)C)OC5=C(C(=O)C(=C(C5=N4)C(=O)NC6C(OC(=O)C(N(C(=O)CN(C(=O)C7CCCN7C(=O)C(NC6=O)C(C)C)C)C)C(C)C)C)N)C. Drug 2: CN(CC1=CN=C2C(=N1)C(=NC(=N2)N)N)C3=CC=C(C=C3)C(=O)NC(CCC(=O)O)C(=O)O. Cell line: PC-3. Synergy scores: CSS=61.1, Synergy_ZIP=2.30, Synergy_Bliss=-0.963, Synergy_Loewe=-17.1, Synergy_HSA=-0.648. (4) Drug 1: CNC(=O)C1=CC=CC=C1SC2=CC3=C(C=C2)C(=NN3)C=CC4=CC=CC=N4. Drug 2: C1=NC2=C(N1)C(=S)N=CN2. Cell line: HOP-62. Synergy scores: CSS=17.4, Synergy_ZIP=-8.49, Synergy_Bliss=-14.0, Synergy_Loewe=-27.4, Synergy_HSA=-15.8. (5) Drug 1: CN(C)N=NC1=C(NC=N1)C(=O)N. Drug 2: COCCOC1=C(C=C2C(=C1)C(=NC=N2)NC3=CC=CC(=C3)C#C)OCCOC.Cl. Cell line: HS 578T. Synergy scores: CSS=11.5, Synergy_ZIP=0.797, Synergy_Bliss=5.90, Synergy_Loewe=3.47, Synergy_HSA=3.96. (6) Drug 1: C1CN(P(=O)(OC1)NCCCl)CCCl. Drug 2: CC1C(C(CC(O1)OC2CC(CC3=C2C(=C4C(=C3O)C(=O)C5=CC=CC=C5C4=O)O)(C(=O)C)O)N)O. Cell line: A498. Synergy scores: CSS=71.1, Synergy_ZIP=-1.26, Synergy_Bliss=0.983, Synergy_Loewe=-3.88, Synergy_HSA=6.15. (7) Drug 1: C1=CN(C=N1)CC(O)(P(=O)(O)O)P(=O)(O)O. Drug 2: CC1C(C(CC(O1)OC2CC(OC(C2O)C)OC3=CC4=CC5=C(C(=O)C(C(C5)C(C(=O)C(C(C)O)O)OC)OC6CC(C(C(O6)C)O)OC7CC(C(C(O7)C)O)OC8CC(C(C(O8)C)O)(C)O)C(=C4C(=C3C)O)O)O)O. Cell line: MCF7. Synergy scores: CSS=43.5, Synergy_ZIP=0.0521, Synergy_Bliss=0.722, Synergy_Loewe=-15.7, Synergy_HSA=0.145. (8) Drug 1: C1=CC(=CC=C1CCC2=CNC3=C2C(=O)NC(=N3)N)C(=O)NC(CCC(=O)O)C(=O)O. Drug 2: C1C(C(OC1N2C=NC3=C2NC=NCC3O)CO)O. Cell line: SNB-75. Synergy scores: CSS=26.6, Synergy_ZIP=-5.11, Synergy_Bliss=-2.56, Synergy_Loewe=-11.4, Synergy_HSA=-1.13. (9) Drug 1: CC12CCC3C(C1CCC2=O)CC(=C)C4=CC(=O)C=CC34C. Drug 2: C1=NC2=C(N=C(N=C2N1C3C(C(C(O3)CO)O)F)Cl)N. Cell line: K-562. Synergy scores: CSS=59.5, Synergy_ZIP=-1.12, Synergy_Bliss=-2.20, Synergy_Loewe=-12.0, Synergy_HSA=-2.25.